Dataset: Full USPTO retrosynthesis dataset with 1.9M reactions from patents (1976-2016). Task: Predict the reactants needed to synthesize the given product. (1) Given the product [ClH:34].[CH3:16][N:15]([CH3:17])[C:13]1[CH:12]=[C:11]([CH3:18])[N:10]=[C:9]([NH:8][C@@H:5]2[CH2:4][CH2:3][C@H:2]([NH:1][C:32](=[O:33])[C:31]3[CH:35]=[CH:36][C:37]([F:38])=[C:29]([F:28])[CH:30]=3)[CH2:7][CH2:6]2)[N:14]=1, predict the reactants needed to synthesize it. The reactants are: [NH2:1][C@@H:2]1[CH2:7][CH2:6][C@H:5]([NH:8][C:9]2[N:14]=[C:13]([N:15]([CH3:17])[CH3:16])[CH:12]=[C:11]([CH3:18])[N:10]=2)[CH2:4][CH2:3]1.CCN(C(C)C)C(C)C.[F:28][C:29]1[CH:30]=[C:31]([CH:35]=[CH:36][C:37]=1[F:38])[C:32]([Cl:34])=[O:33].Cl. (2) Given the product [Cl:19][C:7]1[C:6]2[C:11](=[CH:12][C:13]([O:14][CH:15]([CH3:17])[CH3:16])=[C:4]([O:3][CH2:1][CH3:2])[CH:5]=2)[N:10]=[CH:9][N:8]=1, predict the reactants needed to synthesize it. The reactants are: [CH2:1]([O:3][C:4]1[CH:5]=[C:6]2[C:11](=[CH:12][C:13]=1[O:14][CH:15]([CH3:17])[CH3:16])[N:10]=[CH:9][NH:8][C:7]2=O)[CH3:2].[ClH:19].C(N(CC)CC)C. (3) Given the product [F:1][C:2]1[C:7]([F:8])=[CH:6][CH:5]=[CH:4][C:3]=1[C:9]1[N:17]=[C:12]2[CH:13]=[N:14][N:15]([CH2:19][C:20]3[CH:21]=[CH:22][C:23]([C:26]4[C:27]([C:32]#[N:33])=[CH:28][CH:29]=[CH:30][CH:31]=4)=[CH:24][CH:25]=3)[CH:16]=[C:11]2[N:10]=1, predict the reactants needed to synthesize it. The reactants are: [F:1][C:2]1[C:7]([F:8])=[CH:6][CH:5]=[CH:4][C:3]=1[C:9]1[N:17]=[C:12]2[CH:13]=[N:14][NH:15][CH:16]=[C:11]2[N:10]=1.Cl[CH2:19][C:20]1[CH:25]=[CH:24][C:23]([C:26]2[C:27]([C:32]#[N:33])=[CH:28][CH:29]=[CH:30][CH:31]=2)=[CH:22][CH:21]=1. (4) The reactants are: [Cl:1][CH2:2][O:3][CH2:4][C:5]12[CH2:14][CH:9]3[CH2:10][CH:11]([CH2:13][CH:7]([CH2:8]3)[CH2:6]1)[CH2:12]2.C(N(CC)CC)C.C1C[O:25][CH2:24][CH2:23]1. Given the product [Cl:1][CH2:2][O:3][CH2:4][C:5]12[CH2:14][CH:9]3[CH2:10][CH:11]([CH2:13][CH:7]([CH2:8]3)[CH2:6]1)[CH2:12]2.[Cl:1][CH2:23][CH2:24][OH:25], predict the reactants needed to synthesize it. (5) Given the product [N:20]1([CH:2]2[CH2:19][CH2:18][C:5]3([CH2:10][CH2:9][N:8]([C:11]([O:13][C:14]([CH3:17])([CH3:16])[CH3:15])=[O:12])[CH2:7][CH2:6]3)[CH2:4][CH2:3]2)[CH2:23][CH2:22][CH2:21]1, predict the reactants needed to synthesize it. The reactants are: O=[C:2]1[CH2:19][CH2:18][C:5]2([CH2:10][CH2:9][N:8]([C:11]([O:13][C:14]([CH3:17])([CH3:16])[CH3:15])=[O:12])[CH2:7][CH2:6]2)[CH2:4][CH2:3]1.[NH:20]1[CH2:23][CH2:22][CH2:21]1.C(O[BH-](OC(=O)C)OC(=O)C)(=O)C.[Na+].C(=O)([O-])O.[Na+]. (6) Given the product [OH:1][C:2]1[C:7]([N+:24]([O-:26])=[O:25])=[C:6]([C:8]([C:10]2[CH:11]=[CH:12][CH:13]=[CH:14][CH:15]=2)=[O:9])[C:5]([C:16]2[N:20]=[C:19]([CH3:21])[O:18][N:17]=2)=[CH:4][C:3]=1[O:22][CH3:23], predict the reactants needed to synthesize it. The reactants are: [OH:1][C:2]1[C:3]([O:22][CH3:23])=[CH:4][C:5]([C:16]2[N:20]=[C:19]([CH3:21])[O:18][N:17]=2)=[C:6]([C:8]([C:10]2[CH:15]=[CH:14][CH:13]=[CH:12][CH:11]=2)=[O:9])[CH:7]=1.[N+:24]([O-])([OH:26])=[O:25].